This data is from Full USPTO retrosynthesis dataset with 1.9M reactions from patents (1976-2016). The task is: Predict the reactants needed to synthesize the given product. (1) Given the product [F:19][C:20]1[CH:25]=[CH:24][C:23]([S:26][C:2]2[C:3]([C:9]([NH:12][C:13]3[S:14][CH:15]=[C:16]([CH3:18])[N:17]=3)=[O:11])=[N:4][C:5]([S:27][C:28]3[NH:32][CH:31]=[N:30][N:29]=3)=[CH:6][CH:7]=2)=[CH:22][CH:21]=1, predict the reactants needed to synthesize it. The reactants are: Cl[C:2]1[C:3]([C:9]([OH:11])=O)=[N:4][C:5](Cl)=[CH:6][CH:7]=1.[NH2:12][C:13]1[S:14][CH:15]=[C:16]([CH3:18])[N:17]=1.[F:19][C:20]1[CH:25]=[CH:24][C:23]([SH:26])=[CH:22][CH:21]=1.[SH:27][C:28]1[N:32]=[CH:31][NH:30][N:29]=1. (2) Given the product [CH3:1][O:2][C:3]1[CH:4]=[C:5]2[C:10](=[CH:11][C:12]=1[O:13][CH3:14])[N:9]=[CH:8][CH:7]=[C:6]2[O:15][C:16]1[C:22]([CH3:23])=[CH:21][C:19]([NH:20][C:34]([NH:33][C:30]2[CH:31]=[CH:32][C:27]([O:26][CH3:25])=[CH:28][CH:29]=2)=[O:35])=[C:18]([CH3:24])[CH:17]=1, predict the reactants needed to synthesize it. The reactants are: [CH3:1][O:2][C:3]1[CH:4]=[C:5]2[C:10](=[CH:11][C:12]=1[O:13][CH3:14])[N:9]=[CH:8][CH:7]=[C:6]2[O:15][C:16]1[C:22]([CH3:23])=[CH:21][C:19]([NH2:20])=[C:18]([CH3:24])[CH:17]=1.[CH3:25][O:26][C:27]1[CH:32]=[CH:31][C:30]([N:33]=[C:34]=[O:35])=[CH:29][CH:28]=1. (3) The reactants are: [F:1][C:2]1[CH:3]=[CH:4][C:5]2[O:10][C:9]([C:11]([OH:13])=[O:12])=[CH:8][C:7](=O)[C:6]=2[CH:15]=1.[H][H].[CH3:18]S(O)(=O)=O. Given the product [CH3:18][O:13][C:11]([CH:9]1[CH:8]=[CH:7][C:6]2[CH:15]=[C:2]([F:1])[CH:3]=[CH:4][C:5]=2[O:10]1)=[O:12], predict the reactants needed to synthesize it. (4) Given the product [F:23][C:2]([F:1])([F:22])[C:3]1[CH:4]=[CH:5][C:6]([S:9]([O:12][C:13]2[CH:18]=[CH:17][CH:16]=[CH:15][C:14]=2/[CH:19]=[N:20]/[NH:21][C:34](=[O:35])[CH2:33][C:31]2[CH:30]=[CH:29][C:28]3[O:24][CH2:25][O:26][C:27]=3[CH:32]=2)(=[O:11])=[O:10])=[CH:7][CH:8]=1, predict the reactants needed to synthesize it. The reactants are: [F:1][C:2]([F:23])([F:22])[C:3]1[CH:8]=[CH:7][C:6]([S:9]([O:12][C:13]2[CH:18]=[CH:17][CH:16]=[CH:15][C:14]=2[CH:19]=[N:20][NH2:21])(=[O:11])=[O:10])=[CH:5][CH:4]=1.[O:24]1[C:28]2[CH:29]=[CH:30][C:31]([CH2:33][C:34](O)=[O:35])=[CH:32][C:27]=2[O:26][CH2:25]1.Cl.C(N=C=NCCCN(C)C)C. (5) The reactants are: [Cl:1][C:2]1[CH:3]=[CH:4][C:5]2[N:11]3[CH:12]=[CH:13][CH:14]=[C:10]3[CH:9]([CH2:15][C:16]([N:18]3[CH2:23][CH2:22][CH:21]([CH2:24][C:25]([O:27]CC)=[O:26])[CH2:20][CH2:19]3)=[O:17])[O:8][CH:7]([C:30]3[CH:35]=[CH:34][CH:33]=[C:32]([O:36][CH3:37])[C:31]=3[O:38][CH2:39][CH3:40])[C:6]=2[CH:41]=1.C(=O)([O-])[O-].[K+].[K+].O. Given the product [Cl:1][C:2]1[CH:3]=[CH:4][C:5]2[N:11]3[CH:12]=[CH:13][CH:14]=[C:10]3[CH:9]([CH2:15][C:16]([N:18]3[CH2:23][CH2:22][CH:21]([CH2:24][C:25]([OH:27])=[O:26])[CH2:20][CH2:19]3)=[O:17])[O:8][CH:7]([C:30]3[CH:35]=[CH:34][CH:33]=[C:32]([O:36][CH3:37])[C:31]=3[O:38][CH2:39][CH3:40])[C:6]=2[CH:41]=1, predict the reactants needed to synthesize it. (6) Given the product [CH2:1]([O:4][C:5](=[O:30])[CH2:6][C:7]1[N:8]=[C:9]([NH:12][C:18]([O:17][C:14]([CH3:16])([CH3:15])[CH3:13])=[O:19])[S:10][CH:11]=1)[CH3:2], predict the reactants needed to synthesize it. The reactants are: [C:1]([O:4][CH2:5][CH2:6][C:7]1[N:8]=[C:9]([NH2:12])[S:10][CH:11]=1)(=O)[CH3:2].[CH3:13][C:14]([O:17][C:18](O[C:18]([O:17][C:14]([CH3:16])([CH3:15])[CH3:13])=[O:19])=[O:19])([CH3:16])[CH3:15].CC[O:30]C(C)=O.C1CCCCC1. (7) The reactants are: [Br:1][C:2]1[C:19]([O:20][CH3:21])=[C:18]([O:22][CH3:23])[C:17]([O:24][CH3:25])=[CH:16][C:3]=1[CH2:4][N:5]1[CH:13]=[N:12][C:11]2[C:6]1=[N:7][C:8]([NH2:15])=[N:9][C:10]=2Cl.[CH3:26][O:27][Na]. Given the product [Br:1][C:2]1[C:19]([O:20][CH3:21])=[C:18]([O:22][CH3:23])[C:17]([O:24][CH3:25])=[CH:16][C:3]=1[CH2:4][N:5]1[CH:13]=[N:12][C:11]2[C:6]1=[N:7][C:8]([NH2:15])=[N:9][C:10]=2[O:27][CH3:26], predict the reactants needed to synthesize it.